From a dataset of Full USPTO retrosynthesis dataset with 1.9M reactions from patents (1976-2016). Predict the reactants needed to synthesize the given product. (1) The reactants are: O[CH:2]([C:10]1[CH:19]=[CH:18][CH:17]=[CH:16][C:11]=1[C:12]([NH:14][CH3:15])=[O:13])[C:3]1[CH:8]=[CH:7][C:6]([F:9])=[CH:5][CH:4]=1.FC1C=CC(CC2C=C(C=CC=2)C(NC)=O)=CC=1. Given the product [F:9][C:6]1[CH:5]=[CH:4][C:3]([CH2:2][C:10]2[CH:19]=[CH:18][CH:17]=[CH:16][C:11]=2[C:12]([NH:14][CH3:15])=[O:13])=[CH:8][CH:7]=1, predict the reactants needed to synthesize it. (2) Given the product [C:43]([NH:39][C:37]([NH:1][CH2:2][C:3]1[CH:4]=[C:5]([C:9]2[CH:10]=[N:11][C:12]([N:15]3[CH2:16][CH2:17][N:18]([C:21]4[CH:30]=[CH:29][C:24]([C:25]([O:27][CH3:28])=[O:26])=[CH:23][C:22]=4[Cl:31])[CH2:19][CH2:20]3)=[N:13][CH:14]=2)[CH:6]=[CH:7][CH:8]=1)=[O:38])(=[NH:42])[NH2:45], predict the reactants needed to synthesize it. The reactants are: [NH2:1][CH2:2][C:3]1[CH:4]=[C:5]([C:9]2[CH:10]=[N:11][C:12]([N:15]3[CH2:20][CH2:19][N:18]([C:21]4[CH:30]=[CH:29][C:24]([C:25]([O:27][CH3:28])=[O:26])=[CH:23][C:22]=4[Cl:31])[CH2:17][CH2:16]3)=[N:13][CH:14]=2)[CH:6]=[CH:7][CH:8]=1.C1N=CN([C:37]([N:39]2[CH:43]=[N:42]C=C2)=[O:38])C=1.C[N:45](C=O)C. (3) The reactants are: Br[C:2]1[CH:3]=[C:4]2[C:10]([C:11]3[CH:16]=[CH:15][CH:14]=[CH:13][C:12]=3[O:17][CH3:18])=[CH:9][N:8]([S:19]([C:22]3[CH:27]=[CH:26][C:25]([CH3:28])=[CH:24][CH:23]=3)(=[O:21])=[O:20])[C:5]2=[N:6][CH:7]=1.[C:29]([O:33][C:34]([C:36]1[CH:37]=[C:38](B(O)O)[CH:39]=[CH:40][CH:41]=1)=[O:35])([CH3:32])([CH3:31])[CH3:30].ClCCl. Given the product [C:29]([O:33][C:34](=[O:35])[C:36]1[CH:37]=[CH:38][CH:39]=[C:40]([C:2]2[CH:3]=[C:4]3[C:10]([C:11]4[CH:16]=[CH:15][CH:14]=[CH:13][C:12]=4[O:17][CH3:18])=[CH:9][N:8]([S:19]([C:22]4[CH:23]=[CH:24][C:25]([CH3:28])=[CH:26][CH:27]=4)(=[O:20])=[O:21])[C:5]3=[N:6][CH:7]=2)[CH:41]=1)([CH3:32])([CH3:30])[CH3:31], predict the reactants needed to synthesize it. (4) Given the product [CH3:3][CH2:2][O:4][C:5]([C@@H:7]1[CH2:11][C@@H:10]([OH:12])[CH2:9][N:8]1[C:18]([O:17][C:14]([CH3:16])([CH3:15])[CH3:13])=[O:19])=[O:6], predict the reactants needed to synthesize it. The reactants are: Cl.[CH2:2]([O:4][C:5]([C@@H:7]1[CH2:11][C@@H:10]([OH:12])[CH2:9][NH:8]1)=[O:6])[CH3:3].[CH3:13][C:14]([O:17][C:18](O[C:18]([O:17][C:14]([CH3:16])([CH3:15])[CH3:13])=[O:19])=[O:19])([CH3:16])[CH3:15]. (5) Given the product [CH3:16][O:17][CH2:18][CH2:19][N:20]([CH3:25])[CH2:21][CH2:22][CH2:23][NH:24][C:2]1[N:3]=[N+:4]([O-:15])[C:5]2[CH:14]=[C:13]3[C:9]([CH2:10][CH2:11][CH2:12]3)=[CH:8][C:6]=2[N:7]=1, predict the reactants needed to synthesize it. The reactants are: Cl[C:2]1[N:3]=[N+:4]([O-:15])[C:5]2[CH:14]=[C:13]3[C:9]([CH2:10][CH2:11][CH2:12]3)=[CH:8][C:6]=2[N:7]=1.[CH3:16][O:17][CH2:18][CH2:19][N:20]([CH3:25])[CH2:21][CH2:22][CH2:23][NH2:24].